Dataset: Full USPTO retrosynthesis dataset with 1.9M reactions from patents (1976-2016). Task: Predict the reactants needed to synthesize the given product. (1) Given the product [CH3:23][O:24][C:25]([C:27]1[N:28]=[CH:29][C:30]([N:19]2[CH2:20][CH2:21][N:16]([C:3]3[N:4]=[N:5][C:6]([CH2:9][C:10]4[CH:11]=[N:12][CH:13]=[CH:14][CH:15]=4)=[C:7]([CH3:8])[C:2]=3[CH3:1])[CH2:17][C@H:18]2[CH3:22])=[N:31][CH:32]=1)=[O:26], predict the reactants needed to synthesize it. The reactants are: [CH3:1][C:2]1[C:7]([CH3:8])=[C:6]([CH2:9][C:10]2[CH:11]=[N:12][CH:13]=[CH:14][CH:15]=2)[N:5]=[N:4][C:3]=1[N:16]1[CH2:21][CH2:20][NH:19][C@H:18]([CH3:22])[CH2:17]1.[CH3:23][O:24][C:25]([C:27]1[CH:32]=[N:31][C:30](Cl)=[CH:29][N:28]=1)=[O:26].C(N(CC)CC)C. (2) Given the product [CH2:25]([C@@:8]1([C:6]([OH:5])=[O:7])[CH2:12][C@@:11]([CH3:19])([C:13]2[N:17]=[C:16]([CH3:18])[O:15][N:14]=2)[C@H:10]([C:20]2[S:21][CH:22]=[CH:23][N:24]=2)[N:9]1[C:34](=[O:35])[C:33]1[CH:37]=[CH:38][C:39]([C:40]([CH3:41])([CH3:42])[CH3:43])=[C:31]([O:30][CH3:29])[CH:32]=1)[CH:26]([CH3:28])[CH3:27], predict the reactants needed to synthesize it. The reactants are: C([O:5][C:6]([C@:8]1([CH2:25][CH:26]([CH3:28])[CH3:27])[CH2:12][C@@:11]([CH3:19])([C:13]2[N:17]=[C:16]([CH3:18])[O:15][N:14]=2)[C@H:10]([C:20]2[S:21][CH:22]=[CH:23][N:24]=2)[NH:9]1)=[O:7])(C)(C)C.[CH3:29][O:30][C:31]1[CH:32]=[C:33]([CH:37]=[CH:38][C:39]=1[C:40]([CH3:43])([CH3:42])[CH3:41])[C:34](Cl)=[O:35].FC(F)(F)C(O)=O.